Dataset: Forward reaction prediction with 1.9M reactions from USPTO patents (1976-2016). Task: Predict the product of the given reaction. (1) The product is: [CH3:1][N:2]1[CH2:3][CH2:4][CH:5]([CH2:8][CH2:9][CH2:10][N:21]([C:22]([O:24][C:25]([CH3:28])([CH3:27])[CH3:26])=[O:23])[C:20]([NH:29][C:30]([O:32][C:33]([CH3:35])([CH3:34])[CH3:36])=[O:31])=[N:19][C:12]([O:14][C:15]([CH3:18])([CH3:17])[CH3:16])=[O:13])[CH2:6][CH2:7]1. Given the reactants [CH3:1][N:2]1[CH2:7][CH2:6][CH:5]([CH2:8][CH2:9][CH2:10]O)[CH2:4][CH2:3]1.[C:12]([NH:19][C:20]([NH:29][C:30]([O:32][C:33]([CH3:36])([CH3:35])[CH3:34])=[O:31])=[N:21][C:22]([O:24][C:25]([CH3:28])([CH3:27])[CH3:26])=[O:23])([O:14][C:15]([CH3:18])([CH3:17])[CH3:16])=[O:13].CCOC(/N=N/C(OCC)=O)=O, predict the reaction product. (2) Given the reactants [CH3:1][C:2]([C:4]1[CH:9]=[CH:8][C:7]([Br:10])=[CH:6][CH:5]=1)=[O:3].[C:11](=O)([O:15]CC)[O:12][CH2:13][CH3:14].[H-].[Na+].Cl, predict the reaction product. The product is: [Br:10][C:7]1[CH:8]=[CH:9][C:4]([C:2](=[O:3])[CH2:1][C:11]([O:12][CH2:13][CH3:14])=[O:15])=[CH:5][CH:6]=1.